This data is from Forward reaction prediction with 1.9M reactions from USPTO patents (1976-2016). The task is: Predict the product of the given reaction. (1) Given the reactants [CH2:1]([O:5][CH2:6][CH2:7][O:8][C:9]1[CH:14]=[CH:13][C:12]([C:15]2[CH:20]=[CH:19][C:18]([O:21][CH2:22][CH2:23]CCC(OCC)=O)=[C:17]([CH:31]=O)[CH:16]=2)=[CH:11][CH:10]=1)[CH2:2][CH2:3][CH3:4].[O-][CH2:34][CH3:35].[Na+].O.[C:38](=[O:45])([O:42][CH2:43][CH3:44])OCC, predict the reaction product. The product is: [CH2:1]([O:5][CH2:6][CH2:7][O:8][C:9]1[CH:14]=[CH:13][C:12]([C:15]2[CH:20]=[CH:19][C:18]3[O:21][CH2:22][CH2:23][CH:35]([C:38]([O:42][CH2:43][CH3:44])=[O:45])[CH:34]=[CH:31][C:17]=3[CH:16]=2)=[CH:11][CH:10]=1)[CH2:2][CH2:3][CH3:4]. (2) Given the reactants [F:1][CH:2]([F:25])[C:3]1[N:8]2[N:9]=[CH:10][C:11]([C:12]([OH:14])=O)=[C:7]2[N:6]=[C:5]([C:15]2[CH:20]=[CH:19][C:18]([C:21]([F:24])([F:23])[F:22])=[CH:17][CH:16]=2)[CH:4]=1.[OH:26][CH2:27][CH:28]([NH:31][S:32]([C:35]1[S:36][C:37]([Cl:41])=[C:38]([NH2:40])[CH:39]=1)(=[O:34])=[O:33])[CH2:29][OH:30], predict the reaction product. The product is: [Cl:41][C:37]1[S:36][C:35]([S:32](=[O:34])(=[O:33])[NH:31][CH:28]([CH2:27][OH:26])[CH2:29][OH:30])=[CH:39][C:38]=1[NH:40][C:12]([C:11]1[CH:10]=[N:9][N:8]2[C:3]([CH:2]([F:25])[F:1])=[CH:4][C:5]([C:15]3[CH:20]=[CH:19][C:18]([C:21]([F:24])([F:23])[F:22])=[CH:17][CH:16]=3)=[N:6][C:7]=12)=[O:14].